Dataset: NCI-60 drug combinations with 297,098 pairs across 59 cell lines. Task: Regression. Given two drug SMILES strings and cell line genomic features, predict the synergy score measuring deviation from expected non-interaction effect. Drug 1: CS(=O)(=O)C1=CC(=C(C=C1)C(=O)NC2=CC(=C(C=C2)Cl)C3=CC=CC=N3)Cl. Drug 2: CN(C(=O)NC(C=O)C(C(C(CO)O)O)O)N=O. Cell line: NCI-H322M. Synergy scores: CSS=-1.26, Synergy_ZIP=-0.304, Synergy_Bliss=-0.704, Synergy_Loewe=-3.87, Synergy_HSA=-2.09.